Dataset: NCI-60 drug combinations with 297,098 pairs across 59 cell lines. Task: Regression. Given two drug SMILES strings and cell line genomic features, predict the synergy score measuring deviation from expected non-interaction effect. (1) Drug 1: COC1=CC(=CC(=C1O)OC)C2C3C(COC3=O)C(C4=CC5=C(C=C24)OCO5)OC6C(C(C7C(O6)COC(O7)C8=CC=CS8)O)O. Drug 2: C1CCC(CC1)NC(=O)N(CCCl)N=O. Cell line: OVCAR-5. Synergy scores: CSS=25.7, Synergy_ZIP=-2.31, Synergy_Bliss=2.67, Synergy_Loewe=-9.11, Synergy_HSA=3.15. (2) Drug 1: CC(C)(C#N)C1=CC(=CC(=C1)CN2C=NC=N2)C(C)(C)C#N. Drug 2: CCN(CC)CCCC(C)NC1=C2C=C(C=CC2=NC3=C1C=CC(=C3)Cl)OC. Cell line: HS 578T. Synergy scores: CSS=2.51, Synergy_ZIP=-0.337, Synergy_Bliss=0.483, Synergy_Loewe=-1.68, Synergy_HSA=-2.00. (3) Drug 1: CC1=C(C(CCC1)(C)C)C=CC(=CC=CC(=CC(=O)O)C)C. Drug 2: CC=C1C(=O)NC(C(=O)OC2CC(=O)NC(C(=O)NC(CSSCCC=C2)C(=O)N1)C(C)C)C(C)C. Cell line: UO-31. Synergy scores: CSS=-0.700, Synergy_ZIP=0.457, Synergy_Bliss=1.84, Synergy_Loewe=-1.55, Synergy_HSA=-1.36. (4) Drug 1: C1C(C(OC1N2C=C(C(=O)NC2=O)F)CO)O. Drug 2: C1=CC=C(C(=C1)C(C2=CC=C(C=C2)Cl)C(Cl)Cl)Cl. Cell line: HOP-62. Synergy scores: CSS=16.2, Synergy_ZIP=-3.75, Synergy_Bliss=-1.23, Synergy_Loewe=-3.89, Synergy_HSA=-0.929. (5) Drug 2: CC1=C(C(=O)C2=C(C1=O)N3CC4C(C3(C2COC(=O)N)OC)N4)N. Cell line: T-47D. Synergy scores: CSS=11.3, Synergy_ZIP=-5.48, Synergy_Bliss=-8.37, Synergy_Loewe=-36.8, Synergy_HSA=-12.0. Drug 1: CN(C)C1=NC(=NC(=N1)N(C)C)N(C)C.